From a dataset of Full USPTO retrosynthesis dataset with 1.9M reactions from patents (1976-2016). Predict the reactants needed to synthesize the given product. Given the product [CH2:1]([C:5]1[CH:10]=[CH:9][C:8]([C:11]2[O:12][C:13]3[CH:19]=[C:18]([CH2:20][N:26]4[CH2:29][CH:28]([C:30]([OH:32])=[O:31])[CH2:27]4)[CH:17]=[CH:16][C:14]=3[N:15]=2)=[CH:7][C:6]=1[C:22]([F:24])([F:25])[F:23])[CH:2]([CH3:4])[CH3:3], predict the reactants needed to synthesize it. The reactants are: [CH2:1]([C:5]1[CH:10]=[CH:9][C:8]([C:11]2[O:12][C:13]3[CH:19]=[C:18]([CH2:20]O)[CH:17]=[CH:16][C:14]=3[N:15]=2)=[CH:7][C:6]=1[C:22]([F:25])([F:24])[F:23])[CH:2]([CH3:4])[CH3:3].[NH:26]1[CH2:29][CH:28]([C:30]([OH:32])=[O:31])[CH2:27]1.CCN(CC)CC.[BH3-]C#N.[Na+].